Dataset: Forward reaction prediction with 1.9M reactions from USPTO patents (1976-2016). Task: Predict the product of the given reaction. (1) Given the reactants Cl[C:2]1[N:7]=[N:6][C:5]([CH3:8])=[C:4]([C:9]2[S:13][C:12]([C:14]([O:16][CH3:17])=[O:15])=[CH:11][CH:10]=2)[CH:3]=1.N#N, predict the reaction product. The product is: [CH3:8][C:5]1[N:6]=[N:7][CH:2]=[CH:3][C:4]=1[C:9]1[S:13][C:12]([C:14]([O:16][CH3:17])=[O:15])=[CH:11][CH:10]=1. (2) The product is: [Cl:1][C:2]1[CH:8]=[CH:7][C:5]([NH:6][C:24]([C:22]2[S:23][C:19]([S:16]([CH3:15])(=[O:18])=[O:17])=[CH:20][CH:21]=2)=[O:25])=[CH:4][C:3]=1[C:9]1[CH:14]=[CH:13][CH:12]=[CH:11][N:10]=1. Given the reactants [Cl:1][C:2]1[CH:8]=[CH:7][C:5]([NH2:6])=[CH:4][C:3]=1[C:9]1[CH:14]=[CH:13][CH:12]=[CH:11][N:10]=1.[CH3:15][S:16]([C:19]1[S:23][C:22]([C:24](O)=[O:25])=[CH:21][CH:20]=1)(=[O:18])=[O:17], predict the reaction product.